From a dataset of Full USPTO retrosynthesis dataset with 1.9M reactions from patents (1976-2016). Predict the reactants needed to synthesize the given product. (1) Given the product [N:15]1([CH2:16][CH2:8][CH2:18][O:19][C:5]2[CH:6]=[CH:7][CH:2]=[CH:3][C:4]=2[C:8]2[CH:9]=[C:10]3[N:15]([CH:16]=2)[CH:14]=[CH:13][CH:12]=[CH:11]3)[CH2:10][CH2:11][CH2:12][CH2:13][CH2:14]1, predict the reactants needed to synthesize it. The reactants are: O[C:2]1[CH:3]=[C:4]([C:8]2[CH:9]=[C:10]3[N:15]([CH:16]=2)[CH:14]=[CH:13][CH:12]=[CH:11]3)[CH:5]=[CH:6][CH:7]=1.[Cl-].[CH3:18][O-:19].[Na+]. (2) Given the product [O:16]1[C:20]2[CH:21]=[CH:22][C:23]([C:25]3([C:28]([N:14]([C:10]4[CH:11]=[C:12]5[C:7](=[CH:8][CH:9]=4)[NH:6][C:5]([C:1]([CH3:4])([CH3:3])[CH3:2])=[CH:13]5)[CH3:15])=[O:30])[CH2:26][CH2:27]3)=[CH:24][C:19]=2[O:18][CH2:17]1, predict the reactants needed to synthesize it. The reactants are: [C:1]([C:5]1[NH:6][C:7]2[C:12]([CH:13]=1)=[CH:11][C:10]([NH:14][CH3:15])=[CH:9][CH:8]=2)([CH3:4])([CH3:3])[CH3:2].[O:16]1[C:20]2[CH:21]=[CH:22][C:23]([C:25]3([C:28]([OH:30])=O)[CH2:27][CH2:26]3)=[CH:24][C:19]=2[O:18][CH2:17]1.C(N(CC)CC)C.F[P-](F)(F)(F)(F)F.N1(OC(N(C)C)=[N+](C)C)C2N=CC=CC=2N=N1. (3) Given the product [CH:1]1([CH2:4][CH2:5][NH:6][C:7]([C:9]2[N:10]=[N:11][C:12]([N:22]3[CH2:23][C:19]4[CH2:18][N:17]([C:24](=[O:25])[C:26]5[CH:31]=[CH:30][CH:29]=[CH:28][C:27]=5[C:32]([F:34])([F:33])[F:35])[CH2:16][C:20]=4[CH2:21]3)=[CH:13][CH:14]=2)=[O:8])[CH2:3][CH2:2]1, predict the reactants needed to synthesize it. The reactants are: [CH:1]1([CH2:4][CH2:5][NH:6][C:7]([C:9]2[N:10]=[N:11][C:12](Cl)=[CH:13][CH:14]=2)=[O:8])[CH2:3][CH2:2]1.[CH2:16]1[C:20]2[CH2:21][NH:22][CH2:23][C:19]=2[CH2:18][N:17]1[C:24]([C:26]1[CH:31]=[CH:30][CH:29]=[CH:28][C:27]=1[C:32]([F:35])([F:34])[F:33])=[O:25].FC(F)(F)C([O-])=O.